From a dataset of NCI-60 drug combinations with 297,098 pairs across 59 cell lines. Regression. Given two drug SMILES strings and cell line genomic features, predict the synergy score measuring deviation from expected non-interaction effect. Drug 1: CS(=O)(=O)C1=CC(=C(C=C1)C(=O)NC2=CC(=C(C=C2)Cl)C3=CC=CC=N3)Cl. Drug 2: COCCOC1=C(C=C2C(=C1)C(=NC=N2)NC3=CC=CC(=C3)C#C)OCCOC.Cl. Cell line: NCI-H460. Synergy scores: CSS=7.36, Synergy_ZIP=0.354, Synergy_Bliss=4.36, Synergy_Loewe=3.35, Synergy_HSA=3.95.